From a dataset of Full USPTO retrosynthesis dataset with 1.9M reactions from patents (1976-2016). Predict the reactants needed to synthesize the given product. Given the product [Cl:1][C:2]1[CH:3]=[C:4]([CH:7]=[C:8]([O:10][CH2:22][CH2:23][F:24])[CH:9]=1)[CH:5]=[O:6], predict the reactants needed to synthesize it. The reactants are: [Cl:1][C:2]1[CH:3]=[C:4]([CH:7]=[C:8]([OH:10])[CH:9]=1)[CH:5]=[O:6].C(=O)([O-])[O-].[K+].[K+].CS(O[CH2:22][CH2:23][F:24])(=O)=O.